From a dataset of Reaction yield outcomes from USPTO patents with 853,638 reactions. Predict the reaction yield, written as a fraction of the theoretical maximum amount of product (1.0 means a 100% yield; for example, 0.34 means a 34% yield). (1) The reactants are [C:1]([NH:4][C:5]1[C:6]([N+:15]([O-:17])=[O:16])=[C:7]([C:11]([Br:14])=[CH:12][CH:13]=1)[C:8]([OH:10])=[O:9])(=[O:3])[CH3:2].[CH3:18][Si](C=[N+]=[N-])(C)C.CCCCCC. The catalyst is C1COCC1.CO. The product is [CH3:18][O:9][C:8](=[O:10])[C:7]1[C:11]([Br:14])=[CH:12][CH:13]=[C:5]([NH:4][C:1](=[O:3])[CH3:2])[C:6]=1[N+:15]([O-:17])=[O:16]. The yield is 0.520. (2) The yield is 0.450. The catalyst is C1COCC1. The product is [F:1][C:2]1[CH:7]=[CH:6][C:5]([C:8]#[C:9][CH2:10][CH2:11][C:12]#[CH:13])=[CH:4][CH:3]=1. The reactants are [F:1][C:2]1[CH:7]=[CH:6][C:5]([C:8]#[C:9][CH2:10][CH2:11][C:12]#[C:13][Si](C)(C)C)=[CH:4][CH:3]=1.[F-].C([N+](CCCC)(CCCC)CCCC)CCC. (3) The reactants are [OH-].[Na+].[Br:3][C:4]1C=C2[C:11](=[CH:12][CH:13]=1)[CH:10]=[C:9](O)C=C2.Cl.Cl[CH2:17][CH2:18][N:19]1[CH2:24][CH2:23][CH2:22][CH2:21][CH2:20]1.[O:25]1[CH2:29][CH2:28][CH2:27][CH2:26]1. The catalyst is O. The product is [Br:3][C:4]1[C:13]2[C:26](=[CH:9][CH:10]=[CH:11][CH:12]=2)[CH:27]=[CH:28][C:29]=1[O:25][CH2:17][CH2:18][N:19]1[CH2:24][CH2:23][CH2:22][CH2:21][CH2:20]1. The yield is 0.960. (4) The catalyst is C1COCC1. The product is [F:24][C:25]1[CH:32]=[CH:31][C:28]([CH2:29][NH:1][C:2]2[CH:3]=[C:4]([CH:21]=[CH:22][CH:23]=2)[CH2:5][N:6]2[C:10]3[N:11]=[C:12]([NH2:20])[N:13]=[C:14]([C:15]4[O:16][CH:17]=[CH:18][CH:19]=4)[C:9]=3[N:8]=[N:7]2)=[CH:27][CH:26]=1. The yield is 0.440. The reactants are [NH2:1][C:2]1[CH:3]=[C:4]([CH:21]=[CH:22][CH:23]=1)[CH2:5][N:6]1[C:10]2[N:11]=[C:12]([NH2:20])[N:13]=[C:14]([C:15]3[O:16][CH:17]=[CH:18][CH:19]=3)[C:9]=2[N:8]=[N:7]1.[F:24][C:25]1[CH:32]=[CH:31][C:28]([CH:29]=O)=[CH:27][CH:26]=1.C(O[BH-](OC(=O)C)OC(=O)C)(=O)C.[Na+].C(O)(=O)C. (5) The reactants are [CH2:1]([O:3][C:4]([CH:6]1[CH2:11][N:10]([CH2:12][C:13]2[CH:18]=[C:17]([O:19][CH3:20])[C:16]([O:21][CH3:22])=[C:15]([O:23][CH3:24])[CH:14]=2)[CH2:9][CH2:8][NH:7]1)=[O:5])[CH3:2].C(N(CC)CC)C.[F:32][C:33]1[CH:38]=[CH:37][C:36]([CH:39]([C:46]2[CH:51]=[CH:50][C:49]([F:52])=[CH:48][CH:47]=2)[CH2:40][CH2:41][CH2:42][CH2:43][CH2:44]Br)=[CH:35][CH:34]=1. The catalyst is C1C=CC=CC=1. The product is [CH2:1]([O:3][C:4]([CH:6]1[CH2:11][N:10]([CH2:12][C:13]2[CH:18]=[C:17]([O:19][CH3:20])[C:16]([O:21][CH3:22])=[C:15]([O:23][CH3:24])[CH:14]=2)[CH2:9][CH2:8][N:7]1[CH2:44][CH2:43][CH2:42][CH2:41][CH2:40][CH:39]([C:36]1[CH:35]=[CH:34][C:33]([F:32])=[CH:38][CH:37]=1)[C:46]1[CH:51]=[CH:50][C:49]([F:52])=[CH:48][CH:47]=1)=[O:5])[CH3:2]. The yield is 0.560. (6) The reactants are I[C:2]1[CH:3]=[C:4]2[C:8](=[CH:9][CH:10]=1)[N:7]([C:11]([NH:13][CH2:14][CH2:15][C:16]([O:18][CH2:19][CH3:20])=[O:17])=[O:12])[CH2:6][CH2:5]2.[CH:21]#[C:22][CH2:23][CH2:24][CH2:25][CH2:26][CH2:27][CH3:28]. The catalyst is [Cu]I. The product is [C:21]([C:2]1[CH:3]=[C:4]2[C:8](=[CH:9][CH:10]=1)[N:7]([C:11]([NH:13][CH2:14][CH2:15][C:16]([O:18][CH2:19][CH3:20])=[O:17])=[O:12])[CH2:6][CH2:5]2)#[C:22][CH2:23][CH2:24][CH2:25][CH2:26][CH2:27][CH3:28]. The yield is 0.650.